Dataset: Choline transporter screen with 302,306 compounds. Task: Binary Classification. Given a drug SMILES string, predict its activity (active/inactive) in a high-throughput screening assay against a specified biological target. (1) The compound is S(CC(=O)N1CCN(CC1)C(OCC)=O)CC(=O)Nc1scc(n1)c1cc2OCOc2cc1. The result is 0 (inactive). (2) The molecule is S1(=O)(=O)CC(NC(=O)Nc2c(cccc2)C)CC1. The result is 0 (inactive).